Dataset: HIV replication inhibition screening data with 41,000+ compounds from the AIDS Antiviral Screen. Task: Binary Classification. Given a drug SMILES string, predict its activity (active/inactive) in a high-throughput screening assay against a specified biological target. (1) The drug is CC1=C(C(=O)NCCCN(CCO)CCO)CC(C(=O)NCCCN(CCO)CCO)=C(C)N1. The result is 0 (inactive). (2) The result is 0 (inactive). The compound is COC(=O)C1N=CSCC1(C)O. (3) The compound is Nc1nc(O)c2ncn(C3OC(CO)(C(F)(F)F)C(O)C3O)c2n1. The result is 0 (inactive).